This data is from TCR-epitope binding with 47,182 pairs between 192 epitopes and 23,139 TCRs. The task is: Binary Classification. Given a T-cell receptor sequence (or CDR3 region) and an epitope sequence, predict whether binding occurs between them. (1) The epitope is NEGVKAAW. The TCR CDR3 sequence is CASSFAGELFF. Result: 1 (the TCR binds to the epitope). (2) The epitope is EHPTFTSQYRIQGKL. The TCR CDR3 sequence is CASSLSGNEQYF. Result: 0 (the TCR does not bind to the epitope). (3) The epitope is LLWNGPMAV. The TCR CDR3 sequence is CASRVPAYNEQFF. Result: 1 (the TCR binds to the epitope). (4) The epitope is YSEHPTFTSQY. The TCR CDR3 sequence is CASSSGTGMNTEAFF. Result: 0 (the TCR does not bind to the epitope).